Dataset: Forward reaction prediction with 1.9M reactions from USPTO patents (1976-2016). Task: Predict the product of the given reaction. (1) Given the reactants [Cl:1][C:2]1[S:6][C:5]([S:7]([NH:10][CH:11]([C:23]([OH:25])=[O:24])[CH:12]([CH2:18][C:19]([F:22])([F:21])[F:20])[CH2:13][C:14]([F:17])([F:16])[F:15])(=[O:9])=[O:8])=[CH:4][CH:3]=1.[Si](C=[N+]=[N-])(C)(C)[CH3:27], predict the reaction product. The product is: [Cl:1][C:2]1[S:6][C:5]([S:7]([NH:10][CH:11]([C:23]([O:25][CH3:27])=[O:24])[CH:12]([CH2:13][C:14]([F:16])([F:17])[F:15])[CH2:18][C:19]([F:22])([F:21])[F:20])(=[O:8])=[O:9])=[CH:4][CH:3]=1. (2) The product is: [CH3:34][O:35][CH2:36][CH2:37][NH:38][C:2]1[CH:3]=[C:4]([CH:25]=[CH:26][N:27]=1)[C:5]([NH:7][C:8]1[S:9][C:10]2[C:16]([N:17]3[CH2:18][CH2:19][O:20][CH2:21][CH2:22]3)=[CH:15][CH:14]=[C:13]([O:23][CH3:24])[C:11]=2[N:12]=1)=[O:6]. Given the reactants Br[C:2]1[CH:3]=[C:4]([CH:25]=[CH:26][N:27]=1)[C:5]([NH:7][C:8]1[S:9][C:10]2[C:16]([N:17]3[CH2:22][CH2:21][O:20][CH2:19][CH2:18]3)=[CH:15][CH:14]=[C:13]([O:23][CH3:24])[C:11]=2[N:12]=1)=[O:6].C(=O)([O-])[O-].[Cs+].[Cs+].[CH3:34][O:35][CH2:36][CH2:37][NH2:38], predict the reaction product. (3) Given the reactants [CH2:1]([O:3][C:4]([C:6]1([NH:15][C:16](=[O:25])[C:17]2[CH:22]=[CH:21][CH:20]=[C:19]([CH3:23])[C:18]=2I)[CH2:14][C:13]2[C:8](=[CH:9][CH:10]=[CH:11][CH:12]=2)[CH2:7]1)=[O:5])[CH3:2].[CH:26](/B(O)O)=[CH:27]\[CH2:28][CH2:29][CH3:30].C([O-])([O-])=O.[K+].[K+], predict the reaction product. The product is: [CH2:1]([O:3][C:4]([C:6]1([NH:15][C:16](=[O:25])[C:17]2[CH:22]=[CH:21][CH:20]=[C:19]([CH3:23])[C:18]=2/[CH:26]=[CH:27]/[CH2:28][CH2:29][CH3:30])[CH2:14][C:13]2[C:8](=[CH:9][CH:10]=[CH:11][CH:12]=2)[CH2:7]1)=[O:5])[CH3:2].